Dataset: Reaction yield outcomes from USPTO patents with 853,638 reactions. Task: Predict the reaction yield, written as a fraction of the theoretical maximum amount of product (1.0 means a 100% yield; for example, 0.34 means a 34% yield). (1) The reactants are [NH2:1][C:2]1[CH:11]=[CH:10][C:5]([C:6]([O:8][CH3:9])=[O:7])=[CH:4][CH:3]=1.[C:12]1([C:18]2[O:22][N:21]=[CH:20][C:19]=2[CH2:23][CH2:24][C:25](O)=[O:26])[CH:17]=[CH:16][CH:15]=[CH:14][CH:13]=1.O.ON1C2C=CC=CC=2N=N1.Cl.C(N=C=NCCCN(C)C)C. The catalyst is O.CN(C)C=O. The product is [CH3:9][O:8][C:6]([C:5]1[CH:4]=[CH:3][C:2]([NH:1][C:25](=[O:26])[CH2:24][CH2:23][C:19]2[CH:20]=[N:21][O:22][C:18]=2[C:12]2[CH:13]=[CH:14][CH:15]=[CH:16][CH:17]=2)=[CH:11][CH:10]=1)=[O:7]. The yield is 0.890. (2) The reactants are C([O:5][C:6]([C:8]1[CH:30]=[CH:29][C:11]([O:12][C:13]2[CH:22]=[C:21]3[C:16]([CH:17]([C:23]([O:25][CH3:26])=[O:24])[CH2:18][CH2:19][O:20]3)=[CH:15][C:14]=2[C:27]#[N:28])=[CH:10][CH:9]=1)=[O:7])(C)(C)C.C(O)(C(F)(F)F)=O. The catalyst is C(Cl)Cl. The product is [C:27]([C:14]1[CH:15]=[C:16]2[C:21](=[CH:22][C:13]=1[O:12][C:11]1[CH:29]=[CH:30][C:8]([C:6]([OH:7])=[O:5])=[CH:9][CH:10]=1)[O:20][CH2:19][CH2:18][CH:17]2[C:23]([O:25][CH3:26])=[O:24])#[N:28]. The yield is 0.695. (3) The reactants are [O:1]([C:8]1[CH:16]=[CH:15][C:11]([C:12]([OH:14])=O)=[CH:10][CH:9]=1)[C:2]1[CH:7]=[CH:6][CH:5]=[CH:4][CH:3]=1.ON1C2C=CC=CC=2N=N1.[Si]([O:34][CH2:35][C:36]1[S:40][C:39]([C:41](=[N:43]O)[NH2:42])=[CH:38][CH:37]=1)(C(C)(C)C)(C)C.[F-].C([N+](CCCC)(CCCC)CCCC)CCC. The catalyst is C(#N)C.O1CCCC1.O. The product is [O:1]([C:8]1[CH:9]=[CH:10][C:11]([C:12]2[O:14][N:43]=[C:41]([C:39]3[S:40][C:36]([CH2:35][OH:34])=[CH:37][CH:38]=3)[N:42]=2)=[CH:15][CH:16]=1)[C:2]1[CH:3]=[CH:4][CH:5]=[CH:6][CH:7]=1. The yield is 0.550. (4) The reactants are [CH2:1]([N:8]([CH:29]([CH:31]1[CH2:33][CH2:32]1)[CH3:30])[C:9](=[O:28])[CH2:10][N:11]1[C:25](=[O:26])[C:14]2([C:22]3[C:17](=[CH:18][C:19]([CH:23]=O)=[CH:20][CH:21]=3)[CH2:16][CH2:15]2)[NH:13][C:12]1=[O:27])[C:2]1[CH:7]=[CH:6][CH:5]=[CH:4][CH:3]=1.II.C([O-])([O-])=O.[K+].[K+]. No catalyst specified. The product is [CH2:1]([N:8]([CH:29]([CH:31]1[CH2:32][CH2:33]1)[CH3:30])[C:9](=[O:28])[CH2:10][N:11]1[C:25](=[O:26])[C:14]2([C:22]3[C:17](=[CH:18][C:19]([C:23]4[NH:8][CH2:9][CH2:10][N:11]=4)=[CH:20][CH:21]=3)[CH2:16][CH2:15]2)[NH:13][C:12]1=[O:27])[C:2]1[CH:3]=[CH:4][CH:5]=[CH:6][CH:7]=1. The yield is 0.560. (5) The reactants are [Cl:1][C:2]1[N:18]([C:19]2[CH:24]=[CH:23][CH:22]=[C:21]([N+:25]([O-])=O)[CH:20]=2)[C:5]2[N:6]=[CH:7][N:8]=[C:9]([NH:10][C:11](=[O:17])[O:12][C:13]([CH3:16])([CH3:15])[CH3:14])[C:4]=2[C:3]=1[C:28]1[CH:33]=[CH:32][C:31]([Cl:34])=[CH:30][CH:29]=1.[NH4+].[Cl-].O.CCO. The catalyst is C1COCC1.C(Cl)Cl.[Fe].CO. The product is [NH2:25][C:21]1[CH:20]=[C:19]([N:18]2[C:5]3[N:6]=[CH:7][N:8]=[C:9]([NH:10][C:11](=[O:17])[O:12][C:13]([CH3:14])([CH3:15])[CH3:16])[C:4]=3[C:3]([C:28]3[CH:29]=[CH:30][C:31]([Cl:34])=[CH:32][CH:33]=3)=[C:2]2[Cl:1])[CH:24]=[CH:23][CH:22]=1. The yield is 0.350. (6) The reactants are [C:1]([O:5][C:6]([NH:8][C@H:9]([CH2:17][O:18][Si:19]([C:22]([CH3:25])([CH3:24])[CH3:23])([CH3:21])[CH3:20])[CH2:10][C:11]([CH3:16])([CH3:15])[C:12](O)=[O:13])=[O:7])([CH3:4])([CH3:3])[CH3:2].ClC(OCC(C)C)=O.[BH4-].[Na+]. The catalyst is C1COCC1.O. The product is [Si:19]([O:18][CH2:17][C@@H:9]([NH:8][C:6](=[O:7])[O:5][C:1]([CH3:4])([CH3:3])[CH3:2])[CH2:10][C:11]([CH3:15])([CH3:16])[CH2:12][OH:13])([C:22]([CH3:23])([CH3:24])[CH3:25])([CH3:21])[CH3:20]. The yield is 0.831.